From a dataset of NCI-60 drug combinations with 297,098 pairs across 59 cell lines. Regression. Given two drug SMILES strings and cell line genomic features, predict the synergy score measuring deviation from expected non-interaction effect. (1) Drug 1: CC1CCC2CC(C(=CC=CC=CC(CC(C(=O)C(C(C(=CC(C(=O)CC(OC(=O)C3CCCCN3C(=O)C(=O)C1(O2)O)C(C)CC4CCC(C(C4)OC)O)C)C)O)OC)C)C)C)OC. Drug 2: CN(C(=O)NC(C=O)C(C(C(CO)O)O)O)N=O. Cell line: DU-145. Synergy scores: CSS=20.7, Synergy_ZIP=-3.01, Synergy_Bliss=-1.74, Synergy_Loewe=-75.7, Synergy_HSA=-2.17. (2) Drug 1: C1CC(C1)(C(=O)O)C(=O)O.[NH2-].[NH2-].[Pt+2]. Drug 2: CC12CCC3C(C1CCC2O)C(CC4=C3C=CC(=C4)O)CCCCCCCCCS(=O)CCCC(C(F)(F)F)(F)F. Cell line: SR. Synergy scores: CSS=10.8, Synergy_ZIP=-8.83, Synergy_Bliss=-8.15, Synergy_Loewe=-3.83, Synergy_HSA=-4.49. (3) Cell line: ACHN. Drug 2: CN1CCC(CC1)COC2=C(C=C3C(=C2)N=CN=C3NC4=C(C=C(C=C4)Br)F)OC. Drug 1: CNC(=O)C1=CC=CC=C1SC2=CC3=C(C=C2)C(=NN3)C=CC4=CC=CC=N4. Synergy scores: CSS=19.3, Synergy_ZIP=-5.31, Synergy_Bliss=-1.05, Synergy_Loewe=-4.03, Synergy_HSA=-0.648.